Dataset: Full USPTO retrosynthesis dataset with 1.9M reactions from patents (1976-2016). Task: Predict the reactants needed to synthesize the given product. (1) Given the product [F:31][C:28]1[CH:27]=[CH:26][C:25]([CH:23]([OH:24])[CH2:22][CH2:21][CH:11]2[C:10](=[O:32])[N:9]([C:6]3[CH:7]=[CH:8][C:3]([CH2:2][NH:1][C:33]([CH2:34][CH2:35][CH2:36][CH2:37][CH2:38][CH2:39][CH2:40][CH2:41][CH2:42][CH2:43][C:44]([OH:46])=[O:45])=[O:47])=[CH:4][CH:5]=3)[CH:12]2[C:13]2[CH:18]=[CH:17][C:16]([O:19][CH3:20])=[CH:15][CH:14]=2)=[CH:30][CH:29]=1, predict the reactants needed to synthesize it. The reactants are: [NH2:1][CH2:2][C:3]1[CH:8]=[CH:7][C:6]([N:9]2[CH:12]([C:13]3[CH:18]=[CH:17][C:16]([O:19][CH3:20])=[CH:15][CH:14]=3)[CH:11]([CH2:21][CH2:22][CH:23]([C:25]3[CH:30]=[CH:29][C:28]([F:31])=[CH:27][CH:26]=3)[OH:24])[C:10]2=[O:32])=[CH:5][CH:4]=1.[C:33](O)(=[O:47])[CH2:34][CH2:35][CH2:36][CH2:37][CH2:38][CH2:39][CH2:40][CH2:41][CH2:42][CH2:43][C:44]([OH:46])=[O:45].C(N=C=NC(C)C)(C)C.OC1C2N=NNC=2C=CC=1. (2) Given the product [O:34]1[CH2:35][CH2:36][N:31]([CH2:18][C:17]2[CH:20]=[CH:21][CH:22]=[CH:23][C:16]=2[O:15][C:14]2[CH:13]=[CH:12][C:11]([C:10]3[C:3]4[C:2]([NH2:1])=[N:7][CH:6]=[N:5][C:4]=4[N:8]([CH:26]4[CH2:30][CH2:29][O:28][CH2:27]4)[CH:9]=3)=[CH:25][CH:24]=2)[CH2:32][CH2:33]1, predict the reactants needed to synthesize it. The reactants are: [NH2:1][C:2]1[C:3]2[C:10]([C:11]3[CH:25]=[CH:24][C:14]([O:15][C:16]4[CH:23]=[CH:22][CH:21]=[CH:20][C:17]=4[CH:18]=O)=[CH:13][CH:12]=3)=[CH:9][N:8]([CH:26]3[CH2:30][CH2:29][O:28][CH2:27]3)[C:4]=2[N:5]=[CH:6][N:7]=1.[NH:31]1[CH2:36][CH2:35][O:34][CH2:33][CH2:32]1.C(O[BH-](OC(=O)C)OC(=O)C)(=O)C.[Na+].C(=O)(O)[O-].[Na+].